This data is from Peptide-MHC class I binding affinity with 185,985 pairs from IEDB/IMGT. The task is: Regression. Given a peptide amino acid sequence and an MHC pseudo amino acid sequence, predict their binding affinity value. This is MHC class I binding data. (1) The peptide sequence is YSEESPTEY. The MHC is HLA-A30:02 with pseudo-sequence HLA-A30:02. The binding affinity (normalized) is 0. (2) The peptide sequence is RQWGMGFLL. The MHC is HLA-B15:42 with pseudo-sequence HLA-B15:42. The binding affinity (normalized) is 0.213.